The task is: Predict the product of the given reaction.. This data is from Forward reaction prediction with 1.9M reactions from USPTO patents (1976-2016). (1) Given the reactants [F:1][C:2]1[CH:26]=[CH:25][C:24]([CH2:27][C:28]2[C:37]3[C:32](=[CH:33][CH:34]=[CH:35][CH:36]=3)[C:31](=[O:38])[NH:30][N:29]=2)=[CH:23][C:3]=1[C:4]([N:6]1[CH2:11][CH2:10][N:9]2[C:12]([C:19]([F:22])([F:21])[F:20])=[N:13][C:14]([C:15]([O:17]C)=[O:16])=[C:8]2[CH2:7]1)=[O:5].[OH-].[Na+].Cl, predict the reaction product. The product is: [F:1][C:2]1[CH:26]=[CH:25][C:24]([CH2:27][C:28]2[C:37]3[C:32](=[CH:33][CH:34]=[CH:35][CH:36]=3)[C:31](=[O:38])[NH:30][N:29]=2)=[CH:23][C:3]=1[C:4]([N:6]1[CH2:11][CH2:10][N:9]2[C:12]([C:19]([F:20])([F:21])[F:22])=[N:13][C:14]([C:15]([OH:17])=[O:16])=[C:8]2[CH2:7]1)=[O:5]. (2) Given the reactants [Mg].Br[C:3]1[S:4][CH:5]=[CH:6][CH:7]=1.Br[C:9]1[S:10][C:11]([CH2:14][CH2:15][CH2:16][CH2:17][CH2:18][CH2:19][CH2:20][CH2:21][CH2:22][CH3:23])=[CH:12][CH:13]=1.Cl, predict the reaction product. The product is: [CH2:14]([C:11]1[S:10][C:9]([C:3]2[S:4][CH:5]=[CH:6][CH:7]=2)=[CH:13][CH:12]=1)[CH2:15][CH2:16][CH2:17][CH2:18][CH2:19][CH2:20][CH2:21][CH2:22][CH3:23]. (3) The product is: [CH3:27][N:28]([CH3:38])[C:29]1[CH:37]=[CH:36][C:32]([C:33]([N:24]2[CH2:25][CH2:26][CH:21]([NH:20][S:17]([C:3]3[CH:4]=[C:5]([S:8]([C:11]4[CH:16]=[CH:15][CH:14]=[CH:13][CH:12]=4)(=[O:10])=[O:9])[CH:6]=[CH:7][C:2]=3[CH3:1])(=[O:18])=[O:19])[CH2:22][CH2:23]2)=[O:34])=[CH:31][CH:30]=1. Given the reactants [CH3:1][C:2]1[CH:7]=[CH:6][C:5]([S:8]([C:11]2[CH:16]=[CH:15][CH:14]=[CH:13][CH:12]=2)(=[O:10])=[O:9])=[CH:4][C:3]=1[S:17]([NH:20][CH:21]1[CH2:26][CH2:25][NH:24][CH2:23][CH2:22]1)(=[O:19])=[O:18].[CH3:27][N:28]([CH3:38])[C:29]1[CH:37]=[CH:36][C:32]([C:33](Cl)=[O:34])=[CH:31][CH:30]=1.CN(C)C1C=CC(C(N2CCC(C3C(C)=C(S(N)(=O)=O)C=C(S(C4C=CC=CC=4)(=O)=O)C=3)CC2)=O)=CC=1, predict the reaction product. (4) Given the reactants [Cl:1][C:2]1[CH:3]=[CH:4][C:5]2[N:6]([C:8](I)=[CH:9][N:10]=2)[N:7]=1.C1COCC1.[Si:17]([C:21]#[CH:22])([CH3:20])([CH3:19])[CH3:18], predict the reaction product. The product is: [Cl:1][C:2]1[CH:3]=[CH:4][C:5]2[N:6]([C:8]([C:22]#[C:21][Si:17]([CH3:20])([CH3:19])[CH3:18])=[CH:9][N:10]=2)[N:7]=1. (5) The product is: [NH2:1][C@@H:2]([CH2:10][C:11]1[CH:12]=[N:13][C:14]([Br:17])=[CH:15][CH:16]=1)[C:3]([OH:5])=[O:4]. Given the reactants [NH2:1][C@@H:2]([CH2:10][C:11]1[CH:12]=[N:13][C:14]([Br:17])=[CH:15][CH:16]=1)[C:3]([O:5]C(C)(C)C)=[O:4].C(O)(C(F)(F)F)=O, predict the reaction product. (6) Given the reactants [N:1]1[C:6]2[NH:7][CH:8]=[CH:9][C:5]=2[C:4](O)=[N:3][CH:2]=1.O=P(Cl)(Cl)[Cl:13], predict the reaction product. The product is: [Cl:13][C:4]1[N:3]=[CH:2][NH:1][C:6]2=[N:7][CH:8]=[CH:9][C:5]=12.